Dataset: Full USPTO retrosynthesis dataset with 1.9M reactions from patents (1976-2016). Task: Predict the reactants needed to synthesize the given product. (1) Given the product [F:9][CH:8]([F:10])[C:3]1[CH:4]=[CH:5][CH:6]=[CH:7][C:2]=1[B:20]1[O:24][C:23]([CH3:26])([CH3:25])[C:22]([CH3:28])([CH3:27])[O:21]1, predict the reactants needed to synthesize it. The reactants are: Br[C:2]1[CH:7]=[CH:6][CH:5]=[CH:4][C:3]=1[CH:8]([F:10])[F:9].[Li]CCCC.C(O[B:20]1[O:24][C:23]([CH3:26])([CH3:25])[C:22]([CH3:28])([CH3:27])[O:21]1)(C)C.O. (2) Given the product [CH3:1][O:2][CH2:3][CH2:4][O:5][C:6]1[CH:11]=[CH:10][N:9]2[C:12]([C:15]3[CH:24]=[CH:23][C:22]4[C:17](=[C:18]([O:25][CH2:37][CH:38]5[O:43][CH2:42][CH2:41][N:40]([C:44]([O:46][C:47]([CH3:48])([CH3:50])[CH3:49])=[O:45])[CH2:39]5)[CH:19]=[CH:20][CH:21]=4)[N:16]=3)=[CH:13][N:14]=[C:8]2[CH:7]=1, predict the reactants needed to synthesize it. The reactants are: [CH3:1][O:2][CH2:3][CH2:4][O:5][C:6]1[CH:11]=[CH:10][N:9]2[C:12]([C:15]3[CH:24]=[CH:23][C:22]4[C:17](=[C:18]([OH:25])[CH:19]=[CH:20][CH:21]=4)[N:16]=3)=[CH:13][N:14]=[C:8]2[CH:7]=1.C(=O)([O-])[O-].[Cs+].[Cs+].CS(O[CH2:37][CH:38]1[O:43][CH2:42][CH2:41][N:40]([C:44]([O:46][C:47]([CH3:50])([CH3:49])[CH3:48])=[O:45])[CH2:39]1)(=O)=O.O. (3) Given the product [CH2:8]([O:12][C:13]1[N:21]=[C:20]2[C:16]([N:17]=[C:18]([O:22][CH3:23])[N:19]2[CH2:32][CH:33]2[CH2:38][CH2:37][CH2:36][N:35]([CH2:39][CH3:40])[CH2:34]2)=[C:15]([NH2:24])[N:14]=1)[CH2:9][CH2:10][CH3:11], predict the reactants needed to synthesize it. The reactants are: FC(F)(F)C(O)=O.[CH2:8]([O:12][C:13]1[N:21]=[C:20]2[C:16]([N:17]=[C:18]([O:22][CH3:23])[NH:19]2)=[C:15]([NH2:24])[N:14]=1)[CH2:9][CH2:10][CH3:11].C(=O)([O-])[O-].[K+].[K+].Br[CH2:32][CH:33]1[CH2:38][CH2:37][CH2:36][N:35]([CH2:39][CH3:40])[CH2:34]1.O. (4) Given the product [OH:10][CH2:9][CH2:8][C:5]1[CH:6]=[CH:7][C:2]([CH:21]=[CH:20][N:22]2[C:23](=[O:32])[C:24]3[C:25](=[CH:28][CH:29]=[CH:30][CH:31]=3)[C:26]2=[O:27])=[CH:3][CH:4]=1, predict the reactants needed to synthesize it. The reactants are: Br[C:2]1[CH:7]=[CH:6][C:5]([CH2:8][CH2:9][OH:10])=[CH:4][CH:3]=1.C(N(C(C)C)CC)(C)C.[CH:20]([N:22]1[C:26](=[O:27])[C:25]2=[CH:28][CH:29]=[CH:30][CH:31]=[C:24]2[C:23]1=[O:32])=[CH2:21].C1(C)C=CC=CC=1P(C1C=CC=CC=1C)C1C=CC=CC=1C. (5) Given the product [CH:10]1[C:11]2[CH:12]([CH2:14][O:15][C:16]([NH:18][C@@H:19]([CH:39]([CH3:41])[CH3:40])[C:20]([NH:22][C@@H:23]([CH2:27][CH2:28][CH2:29][CH2:30][NH:31][C:32]([O:34][C:35]([CH3:36])([CH3:38])[CH3:37])=[O:33])[C:24]([O:26][CH2:57][C:54]3[CH:55]=[CH:56][CH:51]=[CH:52][CH:53]=3)=[O:25])=[O:21])=[O:17])[C:13]3[C:5](=[CH:4][CH:3]=[CH:2][CH:1]=3)[C:6]=2[CH:7]=[CH:8][CH:9]=1, predict the reactants needed to synthesize it. The reactants are: [CH:1]1[C:13]2[CH:12]([CH2:14][O:15][C:16]([NH:18][C@@H:19]([CH:39]([CH3:41])[CH3:40])[C:20]([NH:22][C@@H:23]([CH2:27][CH2:28][CH2:29][CH2:30][NH:31][C:32]([O:34][C:35]([CH3:38])([CH3:37])[CH3:36])=[O:33])[C:24]([OH:26])=[O:25])=[O:21])=[O:17])[C:11]3[C:6](=[CH:7][CH:8]=[CH:9][CH:10]=3)[C:5]=2[CH:4]=[CH:3][CH:2]=1.CCN(C(C)C)C(C)C.[CH:51]1[CH:56]=[CH:55][C:54]([CH2:57]Br)=[CH:53][CH:52]=1.O. (6) The reactants are: [CH3:1][CH2:2][C@H:3]1[O:18][C:16](=[O:17])[C@H:15]([CH3:19])[C@@H:14]([O:20][C@@H:21]2[O:26][C@@H:25]([CH3:27])[C@H:24]([OH:28])[C@@:23]([O:30][CH3:31])([CH3:29])[CH2:22]2)[C@H:13]([CH3:32])[C@@H:12]([O:33][C@@H:34]2[O:39][C@H:38]([CH3:40])[CH2:37][C@H:36]([N:41]([CH3:43])[CH3:42])[C@H:35]2[OH:44])[C@@:11]([OH:46])([CH3:45])[CH2:10][C@@H:9]([CH3:47])[CH2:8][N:7]([CH3:48])[C@H:6]([CH3:49])[C@@H:5]([OH:50])[C@@:4]1([OH:52])[CH3:51]. Given the product [CH3:43][N:41]([CH3:42])[CH:36]1[CH2:37][CH:38]([CH3:40])[O:39][CH:34]([O:33][CH:12]2[CH:13]([CH3:32])[CH:14]([O:20][CH:21]3[CH2:22][C:23]([O:30][CH3:31])([CH3:29])[CH:24]([OH:28])[CH:25]([CH3:27])[O:26]3)[CH:15]([CH3:19])[C:16](=[O:17])[O:18][CH:3]([CH2:2][CH3:1])[C:4]([OH:52])([CH3:51])[CH:5]([OH:50])[CH:6]([CH3:49])[N:7]([CH3:48])[CH2:8][CH:9]([CH3:47])[CH2:10][C:11]2([OH:46])[CH3:45])[CH:35]1[OH:44], predict the reactants needed to synthesize it. (7) The reactants are: [OH:1][CH2:2][C@@H:3]1[O:8][CH2:7][CH2:6][N:5]([C:9]([O:11][C:12]([CH3:15])([CH3:14])[CH3:13])=[O:10])[CH2:4]1.[Br-].[Na+].Cl[O-].[Na+].C(=O)([O-])O.[Na+]. Given the product [CH:2]([C@@H:3]1[O:8][CH2:7][CH2:6][N:5]([C:9]([O:11][C:12]([CH3:15])([CH3:14])[CH3:13])=[O:10])[CH2:4]1)=[O:1], predict the reactants needed to synthesize it. (8) Given the product [CH3:1][O:2][CH2:3][CH2:4][O:5][C:6]1[CH:11]=[CH:10][C:9]([C:12]2[N:13]=[C:14]3[CH:19]=[CH:18][C:17]([O:20][CH2:21][CH2:22][CH3:23])=[N:16][N:15]3[C:24]=2[C:26]2[CH:31]=[CH:30][CH:29]=[CH:28][CH:27]=2)=[CH:8][CH:7]=1, predict the reactants needed to synthesize it. The reactants are: [CH3:1][O:2][CH2:3][CH2:4][O:5][C:6]1[CH:11]=[CH:10][C:9]([C:12]2[N:13]=[C:14]3[CH:19]=[CH:18][C:17]([O:20][CH2:21][CH2:22][CH3:23])=[N:16][N:15]3[C:24]=2I)=[CH:8][CH:7]=1.[C:26]1(B(O)O)[CH:31]=[CH:30][CH:29]=[CH:28][CH:27]=1.[OH-].[Na+]. (9) Given the product [C:1]([O:5][C:6](=[O:18])[NH:7][CH:8]([C:11]1[CH:16]=[CH:15][CH:14]=[C:13]([Cl:17])[CH:12]=1)[C:9](=[O:10])[NH:26][C:23]1[CH:24]=[CH:25][C:20]([F:19])=[CH:21][CH:22]=1)([CH3:4])([CH3:2])[CH3:3], predict the reactants needed to synthesize it. The reactants are: [C:1]([O:5][C:6](=[O:18])[NH:7][CH:8]([C:11]1[CH:16]=[CH:15][CH:14]=[C:13]([Cl:17])[CH:12]=1)[CH2:9][OH:10])([CH3:4])([CH3:3])[CH3:2].[F:19][C:20]1[CH:25]=[CH:24][C:23]([NH2:26])=[CH:22][CH:21]=1.CCN=C=NCCCN(C)C.C1C=CC2N(O)N=NC=2C=1.CCN(C(C)C)C(C)C. (10) Given the product [O:1]1[C:5]2[CH:6]=[CH:7][C:8]([NH:10][C:11]([NH:33][CH:28]([CH3:27])[C:29]([CH3:32])([CH3:31])[CH3:30])=[C:12]([S:15]([C:18]3[CH:23]=[CH:22][C:21]([Cl:24])=[CH:20][CH:19]=3)(=[O:17])=[O:16])[C:13]#[N:14])=[CH:9][C:4]=2[O:3][CH2:2]1, predict the reactants needed to synthesize it. The reactants are: [O:1]1[C:5]2[CH:6]=[CH:7][C:8]([NH:10][C:11](SC)=[C:12]([S:15]([C:18]3[CH:23]=[CH:22][C:21]([Cl:24])=[CH:20][CH:19]=3)(=[O:17])=[O:16])[C:13]#[N:14])=[CH:9][C:4]=2[O:3][CH2:2]1.[CH3:27][CH:28]([NH2:33])[C:29]([CH3:32])([CH3:31])[CH3:30].